From a dataset of Full USPTO retrosynthesis dataset with 1.9M reactions from patents (1976-2016). Predict the reactants needed to synthesize the given product. (1) Given the product [Cl:23][C:4]1[CH:3]=[C:2]([C:24]2[CH:29]=[CH:28][CH:27]=[CH:26][CH:25]=2)[CH:22]=[CH:21][C:5]=1[CH2:6][C:7]1[C:8]2[CH:16]=[C:15]([C:17]([O:19][CH3:20])=[O:18])[CH:14]=[CH:13][C:9]=2[O:10][C:11]=1[CH3:12], predict the reactants needed to synthesize it. The reactants are: Br[C:2]1[CH:22]=[CH:21][C:5]([CH2:6][C:7]2[C:8]3[CH:16]=[C:15]([C:17]([O:19][CH3:20])=[O:18])[CH:14]=[CH:13][C:9]=3[O:10][C:11]=2[CH3:12])=[C:4]([Cl:23])[CH:3]=1.[C:24]1(OB(O)O)[CH:29]=[CH:28][CH:27]=[CH:26][CH:25]=1.C(=O)([O-])[O-].[Na+].[Na+].O. (2) Given the product [F:12][C:13]1[CH:18]=[C:17]([F:19])[CH:16]=[CH:15][C:14]=1[C:20]1[CH:25]=[CH:24][C:23]([O:26][CH2:2][C:3]2[CH:8]=[CH:7][CH:6]=[C:5]([N+:9]([O-:11])=[O:10])[CH:4]=2)=[CH:22][CH:21]=1, predict the reactants needed to synthesize it. The reactants are: Br[CH2:2][C:3]1[CH:8]=[CH:7][CH:6]=[C:5]([N+:9]([O-:11])=[O:10])[CH:4]=1.[F:12][C:13]1[CH:18]=[C:17]([F:19])[CH:16]=[CH:15][C:14]=1[C:20]1[CH:25]=[CH:24][C:23]([OH:26])=[CH:22][CH:21]=1.C(=O)([O-])[O-].[K+].[K+]. (3) Given the product [Cl:23][C:24]1[CH:25]=[C:26]([C:2]2[CH:3]=[C:4]3[C:14](=[CH:15][CH:16]=2)[O:13][C:7]2([CH2:12][CH2:11][CH2:10][O:9][CH2:8]2)[CH2:6][C:5]23[N:20]=[C:19]([NH2:21])[C:18]([CH3:22])=[N:17]2)[CH:27]=[CH:28][C:29]=1[F:30], predict the reactants needed to synthesize it. The reactants are: Br[C:2]1[CH:3]=[C:4]2[C:14](=[CH:15][CH:16]=1)[O:13][C:7]1([CH2:12][CH2:11][CH2:10][O:9][CH2:8]1)[CH2:6][C:5]12[N:20]=[C:19]([NH2:21])[C:18]([CH3:22])=[N:17]1.[Cl:23][C:24]1[CH:25]=[C:26](B(O)O)[CH:27]=[CH:28][C:29]=1[F:30]. (4) Given the product [NH:38]([CH2:39][CH2:40][N:41]1[C:7](=[O:9])[C:6]2[CH:5]=[C:4]([CH2:11][CH3:12])[S:3][C:2]=2[NH:1][C:17]1=[O:23])[C:32]1[CH:37]=[CH:36][CH:35]=[CH:34][CH:33]=1, predict the reactants needed to synthesize it. The reactants are: [NH2:1][C:2]1[S:3][C:4]([CH2:11][CH3:12])=[CH:5][C:6]=1[C:7]([O:9]C)=O.ClC(Cl)(O[C:17](=[O:23])OC(Cl)(Cl)Cl)Cl.C(N(CC)CC)C.[C:32]1([NH:38][CH2:39][CH2:40][NH2:41])[CH:37]=[CH:36][CH:35]=[CH:34][CH:33]=1. (5) Given the product [Br:12][C:7]1[CH:8]=[N:9][C:10]2[C:5]([CH:6]=1)=[N:4][CH:3]=[C:2]([CH:18]=[CH:19][O:20][CH2:21][CH3:22])[CH:11]=2, predict the reactants needed to synthesize it. The reactants are: Br[C:2]1[CH:3]=[N:4][C:5]2[C:10]([CH:11]=1)=[N:9][CH:8]=[C:7]([Br:12])[CH:6]=2.C([Sn](CCCC)(CCCC)[CH:18]=[CH:19][O:20][CH2:21][CH3:22])CCC.[Li+].[Cl-].[F-].[K+]. (6) Given the product [F:16][C:14]([F:17])([F:15])[C:13]([C:6]1[C:7]([CH3:12])=[N:8][C:9]2[C:4]([C:5]=1[C:19]1[CH:20]=[CH:21][C:22]([F:25])=[CH:23][CH:24]=1)=[CH:3][C:2]([N:26]1[CH2:31][CH2:30][CH2:29][CH2:28][CH2:27]1)=[CH:11][CH:10]=2)=[O:18], predict the reactants needed to synthesize it. The reactants are: Br[C:2]1[CH:3]=[C:4]2[C:9](=[CH:10][CH:11]=1)[N:8]=[C:7]([CH3:12])[C:6]([C:13](=[O:18])[C:14]([F:17])([F:16])[F:15])=[C:5]2[C:19]1[CH:24]=[CH:23][C:22]([F:25])=[CH:21][CH:20]=1.[NH:26]1[CH2:31][CH2:30][CH2:29][CH2:28][CH2:27]1.